Dataset: Forward reaction prediction with 1.9M reactions from USPTO patents (1976-2016). Task: Predict the product of the given reaction. (1) The product is: [Cl-:26].[C:23]([CH2:22][CH:21]1[C:20]2[N:19]=[CH:18][CH:17]=[C:16]([Cl:26])[C:15]=2[CH2:14][CH2:13][N:12]1[C:10](=[O:11])[CH2:9][NH3+:8])([OH:25])=[O:24]. Given the reactants C(OC([NH:8][CH2:9][C:10]([N:12]1[CH:21]([CH2:22][C:23]([O-:25])=[O:24])[C:20]2[N:19]=[CH:18][CH:17]=[C:16]([Cl:26])[C:15]=2[CH2:14][CH2:13]1)=[O:11])=O)(C)(C)C.[Na+], predict the reaction product. (2) Given the reactants [OH:1][C:2]([C:9]1[N:10]=[N:11][N:12]([CH2:14][C:15]2[CH:16]=[CH:17][N:18]3[C:22]([CH:23]=2)=[CH:21][C:20]([C:24]([NH2:26])=O)=[C:19]3[C:27]2[CH:28]=[N:29][C:30]([O:33][CH3:34])=[CH:31][CH:32]=2)[CH:13]=1)([C:5]([F:8])([F:7])[F:6])[CH2:3][CH3:4].O.O.O.O.O.O.O.O.O.O.S([O-])([O-])(=O)=O.[Na+].[Na+], predict the reaction product. The product is: [OH:1][C:2]([C:9]1[N:10]=[N:11][N:12]([CH2:14][C:15]2[CH:16]=[CH:17][N:18]3[C:22]([CH:23]=2)=[CH:21][C:20]([C:24]#[N:26])=[C:19]3[C:27]2[CH:28]=[N:29][C:30]([O:33][CH3:34])=[CH:31][CH:32]=2)[CH:13]=1)([C:5]([F:8])([F:7])[F:6])[CH2:3][CH3:4]. (3) Given the reactants [NH2:1][C:2]1[N:7]=[C:6]([C:8]2[O:9][CH:10]=[CH:11][CH:12]=2)[C:5]([C:13]#[N:14])=[C:4](SC)[N:3]=1.[NH:17]1[CH2:22][CH2:21][CH2:20][CH2:19][CH2:18]1, predict the reaction product. The product is: [NH2:1][C:2]1[N:7]=[C:6]([C:8]2[O:9][CH:10]=[CH:11][CH:12]=2)[C:5]([C:13]#[N:14])=[C:4]([N:17]2[CH2:22][CH2:21][CH2:20][CH2:19][CH2:18]2)[N:3]=1. (4) Given the reactants Br[C:2]1[CH:3]=[C:4]([C:8]2[N:9]=[C:10]([CH2:27][CH3:28])[S:11][C:12]=2C2C=CN=C(NC(OC(C)(C)C)=O)C=2)[CH:5]=[CH:6][CH:7]=1.CCCCCC.C([Li])CCC, predict the reaction product. The product is: [CH2:27]([C:10]1[S:11][CH:12]=[C:8]([C:4]2[CH:5]=[CH:6][CH:7]=[CH:2][CH:3]=2)[N:9]=1)[CH3:28]. (5) Given the reactants CON(C)[C:4]([C:6]1[C:15](=[O:16])[C:14]2[C:9](=[CH:10][CH:11]=[CH:12][CH:13]=2)[N:8]([CH2:17][C:18]2[CH:23]=[CH:22][CH:21]=[C:20]([Br:24])[N:19]=2)[CH:7]=1)=[O:5], predict the reaction product. The product is: [Br:24][C:20]1[N:19]=[C:18]([CH2:17][N:8]2[C:9]3[C:14](=[CH:13][CH:12]=[CH:11][CH:10]=3)[C:15](=[O:16])[C:6]([C:4](=[O:5])[C:11]3[CH:10]=[CH:9][C:14]([CH2:15][CH3:6])=[CH:13][CH:12]=3)=[CH:7]2)[CH:23]=[CH:22][CH:21]=1.